From a dataset of Full USPTO retrosynthesis dataset with 1.9M reactions from patents (1976-2016). Predict the reactants needed to synthesize the given product. Given the product [Cl:1][C:2]1[CH:11]=[CH:10][C:9]2[CH2:8][N:7]([C:22]([O:21][C:18]([CH3:20])([CH3:19])[CH3:17])=[O:23])[CH2:6][CH2:5][C:4]=2[N:3]=1, predict the reactants needed to synthesize it. The reactants are: [Cl:1][C:2]1[CH:11]=[CH:10][C:9]2[CH2:8][NH:7][CH2:6][CH2:5][C:4]=2[N:3]=1.C(=O)(O)[O-].[Na+].[CH3:17][C:18]([O:21][C:22](O[C:22]([O:21][C:18]([CH3:20])([CH3:19])[CH3:17])=[O:23])=[O:23])([CH3:20])[CH3:19].